This data is from NCI-60 drug combinations with 297,098 pairs across 59 cell lines. The task is: Regression. Given two drug SMILES strings and cell line genomic features, predict the synergy score measuring deviation from expected non-interaction effect. Drug 1: C1=CC(=CC=C1CCC2=CNC3=C2C(=O)NC(=N3)N)C(=O)NC(CCC(=O)O)C(=O)O. Drug 2: C1=NC2=C(N=C(N=C2N1C3C(C(C(O3)CO)O)F)Cl)N. Cell line: HCT116. Synergy scores: CSS=44.4, Synergy_ZIP=-6.34, Synergy_Bliss=-14.6, Synergy_Loewe=-15.0, Synergy_HSA=-10.7.